Task: Regression. Given a peptide amino acid sequence and an MHC pseudo amino acid sequence, predict their binding affinity value. This is MHC class II binding data.. Dataset: Peptide-MHC class II binding affinity with 134,281 pairs from IEDB The peptide sequence is IRNPLSRNSTHEMYY. The MHC is HLA-DQA10601-DQB10402 with pseudo-sequence HLA-DQA10601-DQB10402. The binding affinity (normalized) is 0.246.